This data is from Full USPTO retrosynthesis dataset with 1.9M reactions from patents (1976-2016). The task is: Predict the reactants needed to synthesize the given product. (1) Given the product [F:8][C:9]1[CH:14]=[C:13]([F:15])[C:12]([F:16])=[CH:11][C:10]=1[NH:17][C:18]1[O:22][C:21]([C:23]([NH:25][C:26]2[CH:27]=[CH:28][C:29]([O:32][CH:33]3[CH2:34][CH2:35][CH:36]([C:39]([OH:41])=[O:40])[CH2:37][CH2:38]3)=[N:30][CH:31]=2)=[O:24])=[N:20][N:19]=1, predict the reactants needed to synthesize it. The reactants are: FC(F)(F)C(O)=O.[F:8][C:9]1[CH:14]=[C:13]([F:15])[C:12]([F:16])=[CH:11][C:10]=1[NH:17][C:18]1[O:22][C:21]([C:23]([NH:25][C:26]2[CH:27]=[CH:28][C:29]([O:32][CH:33]3[CH2:38][CH2:37][CH:36]([C:39]([O:41]C(C)(C)C)=[O:40])[CH2:35][CH2:34]3)=[N:30][CH:31]=2)=[O:24])=[N:20][N:19]=1.C([O-])([O-])=O.[K+].[K+].C(O)(=O)CC(CC(O)=O)(C(O)=O)O. (2) Given the product [ClH:21].[ClH:21].[NH2:10][CH2:9][C:8]([C:4]1[N:3]([CH2:1][CH3:2])[CH:7]=[CH:6][N:5]=1)=[O:18], predict the reactants needed to synthesize it. The reactants are: [CH2:1]([N:3]1[CH:7]=[CH:6][N:5]=[C:4]1[C:8](=[O:18])[CH2:9][NH:10]C(=O)OC(C)(C)C)[CH3:2].CO.[ClH:21]. (3) Given the product [N:1]1[CH:2]=[CH:3][C:4]([C:7]2[N:17]=[C:18]3[NH:23][CH2:22][CH2:21][CH2:20][N:19]3[C:9](=[O:11])[CH:8]=2)=[CH:5][CH:6]=1, predict the reactants needed to synthesize it. The reactants are: [N:1]1[CH:6]=[CH:5][C:4]([C:7](=O)[CH2:8][C:9]([O:11]CC)=O)=[CH:3][CH:2]=1.Cl.Cl.[NH2:17][C:18]1[NH:23][CH2:22][CH2:21][CH2:20][N:19]=1.C(=O)([O-])[O-].[K+].[K+]. (4) Given the product [F:32][C@@H:31]1[CH2:30][NH:29][CH2:28][C@H:27]1[NH:26][C:5]1[C:4]2[C:9](=[CH:10][CH:11]=[C:2]([CH3:1])[CH:3]=2)[N:8]=[C:7]([N:12]2[CH2:18][C:17]3[CH:19]=[CH:20][CH:21]=[CH:22][C:16]=3[S:15](=[O:23])(=[O:24])[CH2:14][CH2:13]2)[N:6]=1, predict the reactants needed to synthesize it. The reactants are: [CH3:1][C:2]1[CH:3]=[C:4]2[C:9](=[CH:10][CH:11]=1)[N:8]=[C:7]([N:12]1[CH2:18][C:17]3[CH:19]=[CH:20][CH:21]=[CH:22][C:16]=3[S:15](=[O:24])(=[O:23])[CH2:14][CH2:13]1)[NH:6][C:5]2=O.[NH2:26][C@H:27]1[C@H:31]([F:32])[CH2:30][N:29](C(OCC2C=CC=CC=2)=O)[CH2:28]1. (5) Given the product [CH3:9][O:8][C:7]1[C:3]([CH2:2][C:34]2[CH:33]=[CH:32][N:31]=[C:30]([C:29]([F:46])([F:45])[F:28])[CH:35]=2)=[N:4][N:5]([C:10]2[CH:15]=[CH:14][C:13]([C:16]([F:19])([F:18])[F:17])=[CH:12][CH:11]=2)[N:6]=1, predict the reactants needed to synthesize it. The reactants are: Br[CH2:2][C:3]1[C:7]([O:8][CH3:9])=[N:6][N:5]([C:10]2[CH:15]=[CH:14][C:13]([C:16]([F:19])([F:18])[F:17])=[CH:12][CH:11]=2)[N:4]=1.[O-]P([O-])([O-])=O.[K+].[K+].[K+].[F:28][C:29]([F:46])([F:45])[C:30]1[CH:35]=[C:34](B2OC(C)(C)C(C)(C)O2)[CH:33]=[CH:32][N:31]=1. (6) Given the product [C:2]([C:7]1[O:11][C:10]([CH2:12][N:13]2[N:17]=[C:16]([NH:18][C:32]([C:27]3[N:28]=[C:29]([CH3:31])[O:30][C:26]=3[C:22]3[CH:23]=[CH:24][CH:25]=[C:20]([Cl:19])[CH:21]=3)=[O:33])[CH:15]=[N:14]2)=[CH:9][CH:8]=1)(=[O:6])[CH3:1], predict the reactants needed to synthesize it. The reactants are: [CH3:1][C:2]1([C:7]2[O:11][C:10]([CH2:12][N:13]3[N:17]=[C:16]([NH2:18])[CH:15]=[N:14]3)=[CH:9][CH:8]=2)[O:6]CCO1.[Cl:19][C:20]1[CH:21]=[C:22]([C:26]2[O:30][C:29]([CH3:31])=[N:28][C:27]=2[C:32](O)=[O:33])[CH:23]=[CH:24][CH:25]=1.